Dataset: Forward reaction prediction with 1.9M reactions from USPTO patents (1976-2016). Task: Predict the product of the given reaction. Given the reactants [Br:1][C:2]1[CH:7]=[C:6]([CH3:8])[C:5]([C:9]2[C:13]3[N:14]=[C:15]([CH3:27])[N:16]=[C:17]([N:18]4[CH2:23][CH2:22][CH:21]([CH2:24][C:25]#N)[CH2:20][CH2:19]4)[C:12]=3[S:11][C:10]=2[CH3:28])=[C:4]([CH3:29])[CH:3]=1.[OH-:30].[K+].[OH:32]S([O-])(=O)=O.[K+], predict the reaction product. The product is: [Br:1][C:2]1[CH:7]=[C:6]([CH3:8])[C:5]([C:9]2[C:13]3[N:14]=[C:15]([CH3:27])[N:16]=[C:17]([N:18]4[CH2:23][CH2:22][CH:21]([CH2:24][C:25]([OH:32])=[O:30])[CH2:20][CH2:19]4)[C:12]=3[S:11][C:10]=2[CH3:28])=[C:4]([CH3:29])[CH:3]=1.